This data is from Full USPTO retrosynthesis dataset with 1.9M reactions from patents (1976-2016). The task is: Predict the reactants needed to synthesize the given product. (1) Given the product [F:28][C:29]1[CH:30]=[C:31]2[C:36](=[C:37]([F:39])[CH:38]=1)[N:35]([CH2:18][CH2:19][CH2:20][NH:21][CH2:22][C@@H:12]1[O:26][C:16]3=[C:17]4[C:22](=[CH:23][CH:24]=[C:15]3[O:14][CH2:13]1)[N:21]=[C:20]([CH3:25])[CH:19]=[CH:18]4)[CH2:34][CH2:33][CH2:32]2, predict the reactants needed to synthesize it. The reactants are: C(OC(=O)N([CH:12]1[O:26][C:16]2=[C:17]3[C:22](=[CH:23][CH:24]=[C:15]2[O:14][CH2:13]1)[N:21]=[C:20]([CH3:25])[CH:19]=[CH:18]3)CCC=O)(C)(C)C.[F:28][C:29]1[CH:30]=[C:31]2[C:36](=[C:37]([F:39])[CH:38]=1)[NH:35][CH2:34][CH2:33][CH2:32]2. (2) Given the product [F:13][C:12]([F:15])([F:14])[CH:7]1[CH2:6][C:5](=[O:16])[C:4]2[C:9](=[CH:10][CH:11]=[C:2]([B:17]3[O:21][C:20]([CH3:23])([CH3:22])[C:19]([CH3:25])([CH3:24])[O:18]3)[CH:3]=2)[NH:8]1, predict the reactants needed to synthesize it. The reactants are: Br[C:2]1[CH:3]=[C:4]2[C:9](=[CH:10][CH:11]=1)[NH:8][CH:7]([C:12]([F:15])([F:14])[F:13])[CH2:6][C:5]2=[O:16].[B:17]1([B:17]2[O:21][C:20]([CH3:23])([CH3:22])[C:19]([CH3:25])([CH3:24])[O:18]2)[O:21][C:20]([CH3:23])([CH3:22])[C:19]([CH3:25])([CH3:24])[O:18]1.C([O-])(=O)C.[K+].C(Cl)Cl. (3) Given the product [CH2:15]([O:17][C:18]1[C:19]([OH:26])=[C:20]([C:21]2[NH:1][N:2]=[C:3]([C:5]3[CH:10]=[CH:9][C:8]([C:11]([F:12])([F:13])[F:14])=[CH:7][N:6]=3)[N:4]=2)[CH:23]=[CH:24][CH:25]=1)[CH3:16], predict the reactants needed to synthesize it. The reactants are: [NH2:1][NH:2][C:3]([C:5]1[CH:10]=[CH:9][C:8]([C:11]([F:14])([F:13])[F:12])=[CH:7][N:6]=1)=[NH:4].[CH2:15]([O:17][C:18]1[C:19]([OH:26])=[C:20]([CH:23]=[CH:24][CH:25]=1)[CH:21]=O)[CH3:16]. (4) Given the product [ClH:49].[NH2:7][C@@H:8]([CH2:9][C:10]1[CH:15]=[CH:14][C:13]([NH:16][C:17]2[CH:18]=[C:19]([C:23]3[CH:28]=[CH:27][CH:26]=[CH:25][CH:24]=3)[CH:20]=[CH:21][CH:22]=2)=[CH:12][CH:11]=1)[C@H:29]([OH:33])[CH2:30][NH:31][C:35]1([C:38]2[CH:43]=[CH:42][CH:41]=[C:40]([C:44]([CH3:46])([CH3:45])[CH3:47])[CH:39]=2)[CH2:37][CH2:36]1, predict the reactants needed to synthesize it. The reactants are: C(OC(=O)[NH:7][C@H:8]([C@@H:29]1[O:33]C(=O)[N:31]([C:35]2([C:38]3[CH:43]=[CH:42][CH:41]=[C:40]([C:44]([CH3:47])([CH3:46])[CH3:45])[CH:39]=3)[CH2:37][CH2:36]2)[CH2:30]1)[CH2:9][C:10]1[CH:15]=[CH:14][C:13]([NH:16][C:17]2[CH:18]=[C:19]([C:23]3[CH:28]=[CH:27][CH:26]=[CH:25][CH:24]=3)[CH:20]=[CH:21][CH:22]=2)=[CH:12][CH:11]=1)(C)(C)C.[ClH:49]. (5) Given the product [OH:23][C:20]1[CH:19]=[CH:18][C:17]([CH:12]2[CH2:13][C:14]3[CH:15]=[CH:16][C:3]([OH:2])=[CH:4][C:5]=3[CH:6]3[CH:11]2[CH2:10][CH2:9][CH2:8][CH2:7]3)=[CH:22][CH:21]=1, predict the reactants needed to synthesize it. The reactants are: C[O:2][C:3]1[CH:4]=[C:5]2[C:14](=[CH:15][CH:16]=1)[CH2:13][CH:12]([C:17]1[CH:22]=[CH:21][C:20]([O:23]C)=[CH:19][CH:18]=1)[CH:11]1[CH:6]2[CH2:7][CH2:8][CH2:9][CH2:10]1.C(Cl)Cl.B(Br)(Br)Br.